Dataset: CYP2C9 inhibition data for predicting drug metabolism from PubChem BioAssay. Task: Regression/Classification. Given a drug SMILES string, predict its absorption, distribution, metabolism, or excretion properties. Task type varies by dataset: regression for continuous measurements (e.g., permeability, clearance, half-life) or binary classification for categorical outcomes (e.g., BBB penetration, CYP inhibition). Dataset: cyp2c9_veith. (1) The molecule is CC(C)CN1CCCC2(CCN(S(=O)(=O)c3ccccc3)CC2)C1. The result is 0 (non-inhibitor). (2) The molecule is Cc1ccc(-c2cc(N)n3nc(-c4ccc(C)cc4)cc3n2)cc1. The result is 0 (non-inhibitor). (3) The compound is C=CC[C@@H]1C=C[C@H](O/N=C(\C)CCN2CCCc3nc(C)c(C)cc32)[C@H](CO)O1. The result is 0 (non-inhibitor). (4) The drug is CC(=O)[C@@]1(N=Nc2ccc(S(N)(=O)=O)cc2)CCOC1=O. The result is 0 (non-inhibitor). (5) The compound is Cc1cnc(CNc2ncnc3ccc(-c4ccc(C(=O)N(C)C)cc4)cc23)cn1. The result is 0 (non-inhibitor). (6) The compound is CC(C)CNc1ncnc2c1sc1nc(N3CCOCC3)c3c(c12)CC(C)(C)OC3. The result is 1 (inhibitor). (7) The drug is OCCCN=C1CCCCC1. The result is 0 (non-inhibitor). (8) The drug is CCC(C)NC(=O)CCC(=O)Nc1ccc2nc(N3CCOCC3)cc(C)c2c1. The result is 0 (non-inhibitor).